Dataset: Reaction yield outcomes from USPTO patents with 853,638 reactions. Task: Predict the reaction yield, written as a fraction of the theoretical maximum amount of product (1.0 means a 100% yield; for example, 0.34 means a 34% yield). (1) The reactants are [N+:1]([C:4]1[CH:5]=[C:6]([CH:16]=[CH:17][CH:18]=1)[CH2:7][S:8][C:9]1[CH:10]=[C:11]([CH:13]=[CH:14][CH:15]=1)[NH2:12])([O-:3])=[O:2].[C:19]([O:23][C:24](O[C:24]([O:23][C:19]([CH3:22])([CH3:21])[CH3:20])=[O:25])=[O:25])([CH3:22])([CH3:21])[CH3:20]. The catalyst is C(O)C. The product is [N+:1]([C:4]1[CH:5]=[C:6]([CH:16]=[CH:17][CH:18]=1)[CH2:7][S:8][C:9]1[CH:10]=[C:11]([NH:12][C:24](=[O:25])[O:23][C:19]([CH3:22])([CH3:21])[CH3:20])[CH:13]=[CH:14][CH:15]=1)([O-:3])=[O:2]. The yield is 1.00. (2) The reactants are Cl[C:2]1[C:7]([C:8]([O:10][CH2:11][CH3:12])=[O:9])=[CH:6][N:5]=[C:4]([S:13][CH3:14])[N:3]=1.[CH2:15]([N:17](CC)CC)[CH3:16].O1CCCC1.C(N)C. The catalyst is C(OCC)(=O)C.CCCCCCC. The product is [CH2:11]([O:10][C:8]([C:7]1[C:2]([NH:17][CH2:15][CH3:16])=[N:3][C:4]([S:13][CH3:14])=[N:5][CH:6]=1)=[O:9])[CH3:12]. The yield is 0.950. (3) The reactants are [CH:1]([C:3]1[CH:12]=[CH:11][C:10]2[C:5](=[CH:6][CH:7]=[CH:8][CH:9]=2)[N:4]=1)=[CH2:2].Cl.[NH2:14][OH:15]. The catalyst is CO. The product is [N:4]1[C:5]2[C:10](=[CH:9][CH:8]=[CH:7][CH:6]=2)[CH:11]=[CH:12][C:3]=1[CH2:1][CH2:2][NH:14][OH:15]. The yield is 0.800. (4) The reactants are Cl.[O:2]1[CH2:6][C@@H:5]([C:7]([NH2:9])=[O:8])[NH:4][CH2:3]1.C(N(CC)CC)C.[Cl:17][CH2:18][C:19](Cl)=[O:20].C(OCC)(=O)C. The catalyst is ClCCl. The product is [Cl:17][CH2:18][C:19]([N:4]1[C@H:5]([C:7]([NH2:9])=[O:8])[CH2:6][O:2][CH2:3]1)=[O:20]. The yield is 0.650. (5) The reactants are [CH2:1]([N:5]=[C:6]=[O:7])[CH2:2][CH2:3][CH3:4].[CH2:8]([O:15][C:16]1[CH:21]=[C:20]([O:22][CH2:23][C:24]2[CH:29]=[CH:28][CH:27]=[CH:26][CH:25]=2)[CH:19]=[CH:18][C:17]=1[CH:30]1[CH2:35][CH2:34][NH:33][CH2:32][CH2:31]1)[C:9]1[CH:14]=[CH:13][CH:12]=[CH:11][CH:10]=1. The catalyst is O1CCCC1.C(N(CC)C(C)C)(C)C. The product is [CH2:1]([NH:5][C:6]([N:33]1[CH2:32][CH2:31][CH:30]([C:17]2[CH:18]=[CH:19][C:20]([O:22][CH2:23][C:24]3[CH:29]=[CH:28][CH:27]=[CH:26][CH:25]=3)=[CH:21][C:16]=2[O:15][CH2:8][C:9]2[CH:14]=[CH:13][CH:12]=[CH:11][CH:10]=2)[CH2:35][CH2:34]1)=[O:7])[CH2:2][CH2:3][CH3:4]. The yield is 0.780. (6) The reactants are [O:1]1[CH2:6][CH2:5][NH:4][C:3]2[N:7]=[CH:8][C:9](/[CH:11]=[CH:12]/[C:13]([OH:15])=O)=[CH:10][C:2]1=2.Cl.O=C1CC2C(=CC=C(/C=C/C(O)=O)C=2)N1.[CH3:32][N:33]1[C:41]2[C:36](=[CH:37][CH:38]=[CH:39][CH:40]=2)[C:35]([CH2:42][NH:43][CH3:44])=[CH:34]1.CC1NC2C(C=1CNC)=CC=CC=2. No catalyst specified. The product is [O:1]1[CH2:6][CH2:5][NH:4][C:3]2[N:7]=[CH:8][C:9](/[CH:11]=[CH:12]/[C:13]([N:43]([CH3:44])[CH2:42][C:35]3[C:36]4[C:41](=[CH:40][CH:39]=[CH:38][CH:37]=4)[N:33]([CH3:32])[CH:34]=3)=[O:15])=[CH:10][C:2]1=2. The yield is 0.820.